From a dataset of Catalyst prediction with 721,799 reactions and 888 catalyst types from USPTO. Predict which catalyst facilitates the given reaction. (1) Reactant: [Cl:1][C:2]1[CH:10]=[CH:9][C:5]([C:6]([OH:8])=[O:7])=[C:4]([CH3:11])[C:3]=1[S:12][CH2:13][CH3:14].[OH:15]O. Product: [Cl:1][C:2]1[CH:10]=[CH:9][C:5]([C:6]([OH:8])=[O:7])=[C:4]([CH3:11])[C:3]=1[S:12]([CH2:13][CH3:14])=[O:15]. The catalyst class is: 15. (2) Reactant: [CH3:1][C:2]1[N:3]=[N:4][N:5]([CH3:24])[C:6]=1[C:7]1[CH:19]=[N:18][C:17]2[C:16]3[CH:15]=[CH:14][C:13]([C:20]([O:22][CH3:23])=[O:21])=[CH:12][C:11]=3[NH:10][C:9]=2[CH:8]=1.[CH3:25][N:26]1[C:30]([CH:31]([CH:33]2[CH2:38][CH2:37][O:36][CH2:35][CH2:34]2)O)=[CH:29][C:28]([CH3:39])=[N:27]1.CP(C)(C)=CC#N. Product: [CH3:1][C:2]1[N:3]=[N:4][N:5]([CH3:24])[C:6]=1[C:7]1[CH:19]=[N:18][C:17]2[C:16]3[CH:15]=[CH:14][C:13]([C:20]([O:22][CH3:23])=[O:21])=[CH:12][C:11]=3[N:10]([CH:31]([C:30]3[N:26]([CH3:25])[N:27]=[C:28]([CH3:39])[CH:29]=3)[CH:33]3[CH2:38][CH2:37][O:36][CH2:35][CH2:34]3)[C:9]=2[CH:8]=1. The catalyst class is: 11. (3) Reactant: [H-].[Na+].[NH:3]1[C:7]2=[N:8][CH:9]=[CH:10][CH:11]=[C:6]2[C:5]([C:12]([O:14][CH3:15])=[O:13])=[CH:4]1.F[C:17]1[CH:22]=[CH:21][CH:20]=[CH:19][N:18]=1. Product: [N:18]1[CH:19]=[CH:20][CH:21]=[CH:22][C:17]=1[N:3]1[C:7]2=[N:8][CH:9]=[CH:10][CH:11]=[C:6]2[C:5]([C:12]([O:14][CH3:15])=[O:13])=[CH:4]1. The catalyst class is: 3. (4) Reactant: [Br:1][C:2]1[CH:3]=[CH:4][C:5]([N:8]2[C:12]([C:13]([F:16])([F:15])[F:14])=[CH:11][C:10]([C:17]3[NH:21][C:20](=[O:22])[O:19][N:18]=3)=[N:9]2)=[N:6][CH:7]=1.[CH3:23]CN(C(C)C)C(C)C.ClC(Cl)(OC(=O)OC(Cl)(Cl)Cl)Cl. Product: [Br:1][C:2]1[CH:3]=[CH:4][C:5]([N:8]2[C:12]([C:13]([F:14])([F:16])[F:15])=[CH:11][C:10]([C:17]3[N:21]([CH3:23])[C:20](=[O:22])[O:19][N:18]=3)=[N:9]2)=[N:6][CH:7]=1. The catalyst class is: 2. (5) Reactant: [CH2:1]([O:3][CH:4]([O:23][CH2:24][CH3:25])[CH2:5][N:6]1[C:10]([NH2:11])=[CH:9][C:8]([C:12]2[CH:13]=[N:14][N:15]([CH:17]3[CH2:22][CH2:21][CH2:20][CH2:19][O:18]3)[CH:16]=2)=[N:7]1)[CH3:2].Br[C:27]1[CH:32]=[C:31]([N+:33]([O-:35])=[O:34])[CH:30]=[CH:29][C:28]=1[CH3:36].C(=O)([O-])[O-].[Cs+].[Cs+].CC1(C)C2C(=C(P(C3C=CC=CC=3)C3C=CC=CC=3)C=CC=2)OC2C(P(C3C=CC=CC=3)C3C=CC=CC=3)=CC=CC1=2. Product: [CH2:1]([O:3][CH:4]([O:23][CH2:24][CH3:25])[CH2:5][N:6]1[C:10]([NH:11][C:27]2[CH:32]=[C:31]([N+:33]([O-:35])=[O:34])[CH:30]=[CH:29][C:28]=2[CH3:36])=[CH:9][C:8]([C:12]2[CH:13]=[N:14][N:15]([CH:17]3[CH2:22][CH2:21][CH2:20][CH2:19][O:18]3)[CH:16]=2)=[N:7]1)[CH3:2]. The catalyst class is: 160. (6) Reactant: [CH:1]1[C:10]2[C:5](=[CH:6][CH:7]=[CH:8][CH:9]=2)[CH:4]=[C:3]([NH:11][C:12](=[O:14])[CH3:13])[N:2]=1.[N+:15]([O-])([O-:17])=[O:16].[K+].[NH4+].[OH-]. Product: [N+:15]([C:6]1[CH:7]=[CH:8][CH:9]=[C:10]2[C:5]=1[CH:4]=[C:3]([NH:11][C:12](=[O:14])[CH3:13])[N:2]=[CH:1]2)([O-:17])=[O:16]. The catalyst class is: 82. (7) Reactant: [NH2:1][C:2]1[CH:10]=[CH:9][CH:8]=[C:7]2[C:3]=1[CH:4]=[CH:5][N:6]2[CH2:11][C:12]1[C:20]2[C:15](=[N:16][CH:17]=[CH:18][CH:19]=2)[N:14]([C:21]([O:23][C:24]([CH3:27])([CH3:26])[CH3:25])=[O:22])[CH:13]=1.[Cl:28][C:29]1[CH:30]=[CH:31][C:32]([O:38][CH3:39])=[C:33]([N:35]=[C:36]=[O:37])[CH:34]=1. Product: [O:38]([C:32]1[CH:31]=[CH:30][C:29]([Cl:28])=[CH:34][C:33]=1[NH:35][C:36]([NH:1][C:2]1[CH:10]=[CH:9][CH:8]=[C:7]2[C:3]=1[CH:4]=[CH:5][N:6]2[CH2:11][C:12]1[C:20]2[C:15](=[N:16][CH:17]=[CH:18][CH:19]=2)[N:14]([C:21]([O:23][C:24]([CH3:27])([CH3:26])[CH3:25])=[O:22])[CH:13]=1)=[O:37])[CH3:39]. The catalyst class is: 11. (8) Reactant: [CH3:1][CH:2]([CH3:14])[C@H:3]([NH:7][C:8]([O:10][CH:11]([CH3:13])[CH3:12])=[O:9])[C:4]([OH:6])=O.C(N1C=CN=C1)(N1C=CN=C1)=O.Cl.[NH2:28][C@@H:29]([CH:41]([CH3:43])[CH3:42])[CH2:30][NH:31][C:32](=[O:40])[C:33]1[CH:38]=[CH:37][CH:36]=[CH:35][C:34]=1[CH3:39].C(N(CC)CC)C. Product: [CH3:42][CH:41]([CH3:43])[C@H:29]([NH:28][C:4](=[O:6])[C@@H:3]([NH:7][C:8]([O:10][CH:11]([CH3:13])[CH3:12])=[O:9])[CH:2]([CH3:1])[CH3:14])[CH2:30][NH:31][C:32](=[O:40])[C:33]1[CH:38]=[CH:37][CH:36]=[CH:35][C:34]=1[CH3:39]. The catalyst class is: 7. (9) Reactant: Br[CH2:2][C:3]([C:5]1[CH:10]=[CH:9][CH:8]=[C:7]([N+:11]([O-:13])=[O:12])[CH:6]=1)=[O:4].[OH:14][CH2:15][C@H:16]1[NH:21][CH2:20][CH2:19][N:18]([C:22]([O:24][C:25]([CH3:28])([CH3:27])[CH3:26])=[O:23])[CH2:17]1.CCN(C(C)C)C(C)C.O. Product: [OH:14][CH2:15][C@H:16]1[N:21]([CH2:2][C:3]([C:5]2[CH:10]=[CH:9][CH:8]=[C:7]([N+:11]([O-:13])=[O:12])[CH:6]=2)=[O:4])[CH2:20][CH2:19][N:18]([C:22]([O:24][C:25]([CH3:28])([CH3:27])[CH3:26])=[O:23])[CH2:17]1. The catalyst class is: 1. (10) The catalyst class is: 20. Reactant: Cl[C:2]([O:4][C:5]1[CH:10]=CC([N+]([O-])=O)=CC=1)=[O:3].[C:14](OCC)(=[O:17])[NH:15][NH2:16].CCN(CC)CC.[N:28]([CH2:31][CH2:32][O:33][CH2:34][CH2:35][O:36][CH2:37][CH2:38][O:39][CH2:40][CH2:41][NH2:42])=[N+:29]=[N-:30]. Product: [N:28]([CH2:31][CH2:32][O:33][CH2:34][CH2:35][O:36][CH2:37][CH2:38][O:39][CH2:40][CH2:41][NH:42][C:14](=[O:17])[NH:15][NH:16][C:2]([O:4][CH2:5][CH3:10])=[O:3])=[N+:29]=[N-:30].